This data is from Catalyst prediction with 721,799 reactions and 888 catalyst types from USPTO. The task is: Predict which catalyst facilitates the given reaction. (1) Reactant: CS(O[CH2:6][CH2:7][CH2:8][O:9][C:10]1[CH:15]=[CH:14][CH:13]=[C:12]([C:16]2[N:20]([C:21]3[CH:26]=[CH:25][CH:24]=[C:23]([Cl:27])[CH:22]=3)[N:19]=[C:18]([C:28]([N:30]3[CH2:34][C:33](=[O:35])[NH:32][CH2:31]3)=[O:29])[CH:17]=2)[CH:11]=1)(=O)=O.[CH2:36]([NH2:38])[CH3:37].[CH:39]([OH:41])=[O:40].ClC1C=C(N2C(C3C=CC=C(OCCCN(C)C)C=3)=CC(C(N3CC(=O)NC3)=O)=N2)C=CC=1. Product: [CH:39]([OH:41])=[O:40].[Cl:27][C:23]1[CH:22]=[C:21]([N:20]2[C:16]([C:12]3[CH:13]=[CH:14][CH:15]=[C:10]([O:9][CH2:8][CH2:7][CH2:6][NH:38][CH2:36][CH3:37])[CH:11]=3)=[CH:17][C:18]([C:28]([N:30]3[CH2:34][C:33](=[O:35])[NH:32][CH2:31]3)=[O:29])=[N:19]2)[CH:26]=[CH:25][CH:24]=1. The catalyst class is: 7. (2) Reactant: Cl[C:2]1[C:7]([C@@H:8]2[CH2:10][C@H:9]2[NH:11][C:12](=[O:18])[O:13][C:14]([CH3:17])([CH3:16])[CH3:15])=[CH:6][CH:5]=[C:4]([C:19]2[CH:24]=[CH:23][CH:22]=[C:21]([C:25]([F:28])([F:27])[F:26])[CH:20]=2)[N:3]=1.[Cl:29][C:30]1[CH:35]=[CH:34][C:33](B(O)O)=[CH:32][CH:31]=1.C([O-])([O-])=O.[K+].[K+]. Product: [Cl:29][C:30]1[CH:35]=[CH:34][C:33]([C:2]2[C:7]([C@@H:8]3[CH2:10][C@H:9]3[NH:11][C:12](=[O:18])[O:13][C:14]([CH3:17])([CH3:15])[CH3:16])=[CH:6][CH:5]=[C:4]([C:19]3[CH:24]=[CH:23][CH:22]=[C:21]([C:25]([F:28])([F:27])[F:26])[CH:20]=3)[N:3]=2)=[CH:32][CH:31]=1. The catalyst class is: 47. (3) Reactant: [Br:1][C:2]1[CH:3]=[C:4]([CH:9]2[C:14]([C:15]([O:17][CH3:18])=[O:16])=[C:13]([CH3:19])[NH:12][C:11]3[CH2:20][O:21][CH2:22][C:23](=[O:24])[C:10]2=3)[CH:5]=[CH:6][C:7]=1[F:8].N1C=CC=CC=1.[Br-:31].[Br-].[Br-].[NH+]1C=CC=CC=1.[NH+]1C=CC=CC=1.[NH+]1C=CC=CC=1. Product: [Br:1][C:2]1[CH:3]=[C:4]([CH:9]2[C:14]([C:15]([O:17][CH3:18])=[O:16])=[C:13]([CH2:19][Br:31])[NH:12][C:11]3[CH2:20][O:21][CH2:22][C:23](=[O:24])[C:10]2=3)[CH:5]=[CH:6][C:7]=1[F:8]. The catalyst class is: 373. (4) Reactant: Cl.[NH2:2][OH:3].C(=O)([O-])[O-].[Na+].[Na+].[C:10]([C:12]1[CH:13]=[N:14][CH:15]=[CH:16][CH:17]=1)#[N:11].O. Product: [OH:3][N:2]=[C:10]([C:12]1[CH:13]=[N:14][CH:15]=[CH:16][CH:17]=1)[NH2:11]. The catalyst class is: 5. (5) Reactant: [Br:1][C:2]1[C:11]2[C:6](=[CH:7][CH:8]=[CH:9][CH:10]=2)[C:5]([OH:12])=[C:4]([C:13]#[N:14])[C:3]=1C.C(N(CC)CC)C.[F:23][C:24]([F:55])([F:54])[C:25]([F:53])([F:52])[C:26]([F:51])([F:50])[C:27]([F:49])([F:48])[S:28](O[S:28]([C:27]([F:49])([F:48])[C:26]([F:50])([F:51])[C:25]([F:52])([F:53])[C:24]([F:23])([F:54])[F:55])(=[O:29])=[O:30])(=[O:30])=[O:29]. Product: [F:49][C:27]([F:48])([S:28]([O:12][C:5]1[C:6]2[C:11](=[CH:10][CH:9]=[CH:8][CH:7]=2)[C:2]([Br:1])=[CH:3][C:4]=1[C:13]#[N:14])(=[O:30])=[O:29])[C:26]([F:50])([F:51])[C:25]([F:53])([F:52])[C:24]([F:55])([F:54])[F:23]. The catalyst class is: 2. (6) Reactant: [CH2:1]([O:3][C:4]([C:6]1[C:7]([OH:22])=[C:8]2[C:15]([C:16]3[CH:21]=[CH:20][CH:19]=[CH:18][CH:17]=3)=[N:14][S:13][C:9]2=[C:10](Br)[N:11]=1)=[O:5])[CH3:2].C([Sn](CCCC)(CCCC)[C:28]1[CH:29]=[N:30][CH:31]=[CH:32][CH:33]=1)CCC. Product: [CH2:1]([O:3][C:4]([C:6]1[C:7]([OH:22])=[C:8]2[C:15]([C:16]3[CH:21]=[CH:20][CH:19]=[CH:18][CH:17]=3)=[N:14][S:13][C:9]2=[C:10]([C:28]2[CH:29]=[N:30][CH:31]=[CH:32][CH:33]=2)[N:11]=1)=[O:5])[CH3:2]. The catalyst class is: 233. (7) Product: [CH2:11]([O:10][C:8]([NH:7][CH:4]([P:25]([O:26][CH3:27])([O:24][CH3:23])=[O:28])[C:3]([O:2][CH3:1])=[O:18])=[O:9])[C:12]1[CH:13]=[CH:14][CH:15]=[CH:16][CH:17]=1. Reactant: [CH3:1][O:2][C:3](=[O:18])[CH:4]([NH:7][C:8]([O:10][CH2:11][C:12]1[CH:17]=[CH:16][CH:15]=[CH:14][CH:13]=1)=[O:9])OC.P(Cl)(Cl)Cl.[CH3:23][O:24][P:25]([O:28]C)[O:26][CH3:27]. The catalyst class is: 11.